Dataset: Peptide-MHC class I binding affinity with 185,985 pairs from IEDB/IMGT. Task: Regression. Given a peptide amino acid sequence and an MHC pseudo amino acid sequence, predict their binding affinity value. This is MHC class I binding data. (1) The peptide sequence is FMRERQLPQ. The MHC is HLA-B39:01 with pseudo-sequence HLA-B39:01. The binding affinity (normalized) is 0.213. (2) The peptide sequence is VALRTLLL. The MHC is Mamu-A01 with pseudo-sequence Mamu-A01. The binding affinity (normalized) is 0.377. (3) The peptide sequence is IHPGYGFL. The MHC is H-2-Kb with pseudo-sequence H-2-Kb. The binding affinity (normalized) is 0.418. (4) The peptide sequence is MMESARPEDV. The MHC is HLA-A23:01 with pseudo-sequence HLA-A23:01. The binding affinity (normalized) is 0. (5) The peptide sequence is VPPTNSINK. The MHC is HLA-B40:01 with pseudo-sequence HLA-B40:01. The binding affinity (normalized) is 0.0847. (6) The MHC is HLA-A02:03 with pseudo-sequence HLA-A02:03. The binding affinity (normalized) is 0. The peptide sequence is MPSMSRRVF.